Dataset: Drug-target binding data from BindingDB using Ki measurements. Task: Regression. Given a target protein amino acid sequence and a drug SMILES string, predict the binding affinity score between them. We predict pKi (pKi = -log10(Ki in M); higher means stronger inhibition). Dataset: bindingdb_ki. (1) The compound is CC1(C)N=C(N)N=C(N)N1c1cccc(C[Se]c2ccccc2)c1. The target protein (P07382) has sequence MSRAAARFKIPMPETKADFAFPSLRAFSIVVALDMQHGIGDGESIPWRVPEDMTFFKNQTTLLRNKKPPTEKKRNAVVMGRKTWESVPVKFRPLKGRLNIVLSSKATVEELLAPLPEGQRAAAAQDVVVVNGGLAEALRLLARPLYCSSIETAYCVGGAQVYADAMLSPCIEKLQEVYLTRIYATAPACTRFFPFPPENAATAWDLASSQGRRKSEAEGLEFEICKYVPRNHEERQYLELIDRIMKTGIVKEDRTGVGTISLFGAQMRFSLRDNRLPLLTTKRVFWRGVCEELLWFLRGETSAQLLADKDIHIWDGNGSREFLDSRGLTENKEMDLGPVYGFQWRHFGADYKGFEANYDGEGVDQIKLIVETIKTNPNDRRLLVTAWNPCALQKMALPPCHLLAQFYVNTDTSELSCMLYQRSCDMGLGVPFNIASYALLTILIAKATGLRPGELVHTLGDAHVYRNHVDALKAQLERVPHAFPTLIFKEERQYLEDYEL.... The pKi is 6.6. (2) The small molecule is NS(=O)(=O)c1ccc(CCNS(=O)(=O)[C@@H]2O[C@H](C(=O)O)[C@H](O)[C@H](O)[C@H]2O)cc1. The target protein (O43570) has sequence MPRRSLHAAAVLLLVILKEQPSSPAPVNGSKWTYFGPDGENSWSKKYPSCGGLLQSPIDLHSDILQYDASLTPLEFQGYNLSANKQFLLTNNGHSVKLNLPSDMHIQGLQSRYSATQLHLHWGNPNDPHGSEHTVSGQHFAAELHIVHYNSDLYPDASTASNKSEGLAVLAVLIEMGSFNPSYDKIFSHLQHVKYKGQEAFVPGFNIEELLPERTAEYYRYRGSLTTPPCNPTVLWTVFRNPVQISQEQLLALETALYCTHMDDPSPREMINNFRQVQKFDERLVYTSFSQVQVCTAAGLSLGIILSLALAGILGICIVVVVSIWLFRRKSIKKGDNKGVIYKPATKMETEAHA. The pKi is 8.0. (3) The compound is O=C([O-])CC1Sc2nnc(-c3cccs3)n2N=C1c1ccc(Cl)cc1. The target protein (P9WIQ1) has sequence MQPMTARFDLFVVGSGFFGLTIAERVATQLDKRVLVLERRPHIGGNAYSEAEPQTGIEVHKYGAHLFHTSNKRVWDYVRQFTDFTDYRHRVFAMHNGQAYQFPMGLGLVSQFFGKYFTPEQARQLIAEQAAEIDTADAQNLEEKAISLIGRPLYEAFVKGYTAKQWQTDPKELPAANITRLPVRYTFDNRYFSDTYEGLPTDGYTAWLQNMAADHRIEVRLNTDWFDVRGQLRPGSPAAPVVYTGPLDRYFDYAEGRLGWRTLDFEVEVLPIGDFQGTAVMNYNDLDVPYTRIHEFRHFHPERDYPTDKTVIMREYSRFAEDDDEPYYPINTEADRALLATYRARAKSETASSKVLFGGRLGTYQYLDMHMAIASALNMYDNVLAPHLRDGVPLLQDGA. The pKi is 4.5. (4) The small molecule is CSc1sc(C(=N)N)cc1-c1nc(-c2ccc(Cl)cc2Cl)cs1. The target protein (P09871) has sequence MWCIVLFSLLAWVYAEPTMYGEILSPNYPQAYPSEVEKSWDIEVPEGYGIHLYFTHLDIELSENCAYDSVQIISGDTEEGRLCGQRSSNNPHSPIVEEFQVPYNKLQVIFKSDFSNEERFTGFAAYYVATDINECTDFVDVPCSHFCNNFIGGYFCSCPPEYFLHDDMKNCGVNCSGDVFTALIGEIASPNYPKPYPENSRCEYQIRLEKGFQVVVTLRREDFDVEAADSAGNCLDSLVFVAGDRQFGPYCGHGFPGPLNIETKSNALDIIFQTDLTGQKKGWKLRYHGDPMPCPKEDTPNSVWEPAKAKYVFRDVVQITCLDGFEVVEGRVGATSFYSTCQSNGKWSNSKLKCQPVDCGIPESIENGKVEDPESTLFGSVIRYTCEEPYYYMENGGGGEYHCAGNGSWVNEVLGPELPKCVPVCGVPREPFEEKQRIIGGSDADIKNFPWQVFFDNPWAGGALINEYWVLTAAHVVEGNREPTMYVGSTSVQTSRLAKS.... The pKi is 5.5.